Dataset: Forward reaction prediction with 1.9M reactions from USPTO patents (1976-2016). Task: Predict the product of the given reaction. (1) Given the reactants C[O:2][C:3](=[O:19])[C:4]1[CH:9]=[CH:8][CH:7]=[C:6]([CH2:10][O:11][C:12]2[CH:17]=[CH:16][C:15](I)=[CH:14][CH:13]=2)[CH:5]=1.C(=O)([O-])[O-].[K+].[K+].O1CCOCC1.[CH:32]1[C:41]2[CH:40]=[CH:39][CH:38]=[C:37](B(O)O)[C:36]=2[CH:35]=[CH:34][N:33]=1, predict the reaction product. The product is: [CH:32]1[C:41]2[C:36](=[C:37]([C:15]3[CH:16]=[CH:17][C:12]([O:11][CH2:10][C:6]4[CH:5]=[C:4]([CH:9]=[CH:8][CH:7]=4)[C:3]([OH:2])=[O:19])=[CH:13][CH:14]=3)[CH:38]=[CH:39][CH:40]=2)[CH:35]=[CH:34][N:33]=1. (2) Given the reactants [CH3:1][S:2][C:3]1[C:4]([C:8]2[CH:9]=[N:10][CH:11]=[CH:12][CH:13]=2)=[N:5][NH:6][CH:7]=1.C(SSC[C:15]1[CH:20]=[CH:19][CH:18]=[CH:17][CH:16]=1)[C:15]1[CH:20]=[CH:19][CH:18]=[CH:17][CH:16]=1.IC1C(C2C=NC=CC=2)=NNC=1, predict the reaction product. The product is: [CH2:1]([S:2][C:3]1[C:4]([C:8]2[CH:9]=[N:10][CH:11]=[CH:12][CH:13]=2)=[N:5][NH:6][CH:7]=1)[C:15]1[CH:20]=[CH:19][CH:18]=[CH:17][CH:16]=1. (3) Given the reactants [CH2:1]([O:8][C:9]1[C:14]([Br:15])=[CH:13][N:12]=[C:11]([NH:16][C:17]([NH2:19])=[S:18])[CH:10]=1)[C:2]1[CH:7]=[CH:6][CH:5]=[CH:4][CH:3]=1.Br[CH2:21][C:22](=O)[CH2:23][CH2:24][C:25]1[CH:30]=[CH:29][CH:28]=[CH:27][CH:26]=1.C(N(CC)CC)C, predict the reaction product. The product is: [CH2:1]([O:8][C:9]1[C:14]([Br:15])=[CH:13][N:12]=[C:11]([NH:16][C:17]2[S:18][CH:21]=[C:22]([CH2:23][CH2:24][C:25]3[CH:30]=[CH:29][CH:28]=[CH:27][CH:26]=3)[N:19]=2)[CH:10]=1)[C:2]1[CH:7]=[CH:6][CH:5]=[CH:4][CH:3]=1. (4) Given the reactants [C:1]([O:5][C:6](=[O:26])[CH2:7][S:8][C:9]([NH:18][CH2:19][C:20]1[CH:25]=[CH:24][CH:23]=[CH:22][CH:21]=1)=[C:10]1[C:15](=[O:16])[CH2:14][CH2:13][CH2:12][C:11]1=O)([CH3:4])([CH3:3])[CH3:2].CC(C)([O-])C.[K+], predict the reaction product. The product is: [C:1]([O:5][C:6]([C:7]1[S:8][C:9]([NH:18][CH2:19][C:20]2[CH:25]=[CH:24][CH:23]=[CH:22][CH:21]=2)=[C:10]2[C:15](=[O:16])[CH2:14][CH2:13][CH2:12][C:11]=12)=[O:26])([CH3:4])([CH3:3])[CH3:2]. (5) Given the reactants [OH:1][CH2:2][C@H:3]1[N:8]([CH3:9])[C:7](=[O:10])[CH2:6][O:5][CH2:4]1.[C:11]1([CH3:21])[CH:16]=[CH:15][C:14]([S:17](Cl)(=[O:19])=[O:18])=[CH:13][CH:12]=1.Cl, predict the reaction product. The product is: [CH3:9][N:8]1[C:7](=[O:10])[CH2:6][O:5][CH2:4][C@H:3]1[CH2:2][O:1][S:17]([C:14]1[CH:15]=[CH:16][C:11]([CH3:21])=[CH:12][CH:13]=1)(=[O:19])=[O:18].